From a dataset of Catalyst prediction with 721,799 reactions and 888 catalyst types from USPTO. Predict which catalyst facilitates the given reaction. (1) Reactant: [OH:1][CH2:2][CH2:3][NH:4][C:5]([C:7]1[C:16]2[C:11](=[CH:12][CH:13]=[CH:14][CH:15]=2)[CH:10]=[CH:9][C:8]=1[O:17][CH3:18])=[O:6].CO[C:21](OC)([CH3:23])[CH3:22].O.C1(C)C=CC(S(O)(=O)=O)=CC=1. Product: [CH3:18][O:17][C:8]1[CH:9]=[CH:10][C:11]2[C:16](=[CH:15][CH:14]=[CH:13][CH:12]=2)[C:7]=1[C:5]([N:4]1[CH2:3][CH2:2][O:1][C:21]1([CH3:23])[CH3:22])=[O:6]. The catalyst class is: 9. (2) Reactant: [Cl-].[Cl-].[Cl-].[Al+3].[C:5]1([O:11][C:12]2[CH:17]=[CH:16][CH:15]=[CH:14][CH:13]=2)[CH:10]=[CH:9][CH:8]=[CH:7][CH:6]=1.[Br:18][C:19]([CH3:24])([CH3:23])[C:20](Br)=[O:21]. Product: [Br:18][C:19]([CH3:24])([CH3:23])[C:20]([C:15]1[CH:14]=[CH:13][C:12]([O:11][C:5]2[CH:6]=[CH:7][CH:8]=[CH:9][CH:10]=2)=[CH:17][CH:16]=1)=[O:21]. The catalyst class is: 4. (3) Product: [F:20][C:18]1[CH:19]=[CH:14][C:15]([S:21]([CH3:24])(=[O:23])=[O:22])=[C:16]([NH:12][CH:3]2[C:4]3[C:9](=[CH:8][CH:7]=[CH:6][CH:5]=3)[CH2:10][CH2:11][CH:2]2[CH3:1])[CH:17]=1. The catalyst class is: 9. Reactant: [CH3:1][CH:2]1[CH2:11][CH2:10][C:9]2[C:4](=[CH:5][CH:6]=[CH:7][CH:8]=2)[CH:3]1[NH2:12].F[C:14]1[CH:19]=[C:18]([F:20])[CH:17]=[CH:16][C:15]=1[S:21]([CH3:24])(=[O:23])=[O:22].C(N(C(C)C)CC)(C)C.O. (4) Reactant: [CH3:1][N:2]([CH3:13])[C:3]1[CH:8]=[CH:7][NH:6][C:5](=[O:9])[C:4]=1[N+:10]([O-:12])=[O:11].[C:14]1(B(O)O)[CH:19]=[CH:18][CH:17]=[CH:16][CH:15]=1.N1C=CC=CC=1.C(N(CC)CC)C. Product: [CH3:1][N:2]([CH3:13])[C:3]1[CH:8]=[CH:7][N:6]([C:14]2[CH:19]=[CH:18][CH:17]=[CH:16][CH:15]=2)[C:5](=[O:9])[C:4]=1[N+:10]([O-:12])=[O:11]. The catalyst class is: 4. (5) Reactant: [CH2:1]([O:3][C:4](=[O:12])[C:5]1[CH:10]=[CH:9][CH:8]=[CH:7][C:6]=1[CH3:11])[CH3:2].[Br:13]N1C(=O)CCC1=O.N(C(C)(C)C#N)=NC(C)(C)C#N. Product: [CH2:1]([O:3][C:4](=[O:12])[C:5]1[CH:10]=[CH:9][CH:8]=[CH:7][C:6]=1[CH2:11][Br:13])[CH3:2]. The catalyst class is: 53. (6) Reactant: [N:1]1[CH:6]=[CH:5][CH:4]=[CH:3][C:2]=1[C:7]1[CH:12]=[CH:11][C:10]([CH2:13][C:14]([O:16]C)=[O:15])=[CH:9][CH:8]=1.[OH-].[K+]. Product: [N:1]1[CH:6]=[CH:5][CH:4]=[CH:3][C:2]=1[C:7]1[CH:12]=[CH:11][C:10]([CH2:13][C:14]([OH:16])=[O:15])=[CH:9][CH:8]=1. The catalyst class is: 30. (7) Reactant: C[Li].CCOCC.[CH3:8][C:9]1[N:14]2[CH:15]=[C:16]([CH2:18][S:19][C:20]3[NH:21][CH:22]=[C:23]([C:25]4[CH:30]=[CH:29][CH:28]=[CH:27][CH:26]=4)[N:24]=3)[N:17]=[C:13]2[N:12]=[C:11]([CH3:31])[CH:10]=1.Cl[CH2:33][CH2:34][N:35]1[CH2:40][CH2:39][O:38][CH2:37][CH2:36]1. Product: [CH3:8][C:9]1[N:14]2[CH:15]=[C:16]([CH:18]([S:19][C:20]3[NH:21][CH:22]=[C:23]([C:25]4[CH:30]=[CH:29][CH:28]=[CH:27][CH:26]=4)[N:24]=3)[CH2:33][CH2:34][N:35]3[CH2:40][CH2:39][O:38][CH2:37][CH2:36]3)[N:17]=[C:13]2[N:12]=[C:11]([CH3:31])[CH:10]=1. The catalyst class is: 58. (8) Reactant: [CH2:1]([O:8][C:9]1[CH:14]=[CH:13][C:12]([C:15]2[N:20]=[C:19]3[N:21]([CH:25]4[CH2:30][CH2:29][CH2:28][CH2:27][O:26]4)[N:22]=[C:23]([CH3:24])[C:18]3=[C:17]([CH2:31][OH:32])[CH:16]=2)=[C:11]([F:33])[CH:10]=1)[C:2]1[CH:7]=[CH:6][CH:5]=[CH:4][CH:3]=1. Product: [CH2:1]([O:8][C:9]1[CH:14]=[CH:13][C:12]([C:15]2[CH:16]=[C:17]([CH:31]=[O:32])[C:18]3[C:23]([CH3:24])=[N:22][N:21]([CH:25]4[CH2:30][CH2:29][CH2:28][CH2:27][O:26]4)[C:19]=3[N:20]=2)=[C:11]([F:33])[CH:10]=1)[C:2]1[CH:7]=[CH:6][CH:5]=[CH:4][CH:3]=1. The catalyst class is: 4. (9) Reactant: N1C=CC=CC=1.[NH2:7][C:8]1[CH:13]=[CH:12][CH:11]=[CH:10][C:9]=1[C:14]#[C:15][C:16]1[C:17]([O:26][CH3:27])=[CH:18][C:19]([O:24][CH3:25])=[C:20]([CH:23]=1)[CH:21]=[O:22].[C:28](Cl)(=[O:30])[CH3:29]. Product: [CH:21]([C:20]1[C:19]([O:24][CH3:25])=[CH:18][C:17]([O:26][CH3:27])=[C:16]([C:15]#[C:14][C:9]2[CH:10]=[CH:11][CH:12]=[CH:13][C:8]=2[NH:7][C:28](=[O:30])[CH3:29])[CH:23]=1)=[O:22]. The catalyst class is: 2.